From a dataset of Full USPTO retrosynthesis dataset with 1.9M reactions from patents (1976-2016). Predict the reactants needed to synthesize the given product. (1) Given the product [Cl:14][C:10]1[CH:9]=[C:8]([NH:7][C:5](=[O:6])[C:4]2[CH:15]=[CH:16][C:17]([O:18][CH3:19])=[C:2]([NH:1][C:28]([NH:27][C:24]3[CH:25]=[CH:26][C:21]([F:20])=[CH:22][CH:23]=3)=[S:29])[CH:3]=2)[CH:13]=[CH:12][CH:11]=1, predict the reactants needed to synthesize it. The reactants are: [NH2:1][C:2]1[CH:3]=[C:4]([CH:15]=[CH:16][C:17]=1[O:18][CH3:19])[C:5]([NH:7][C:8]1[CH:13]=[CH:12][CH:11]=[C:10]([Cl:14])[CH:9]=1)=[O:6].[F:20][C:21]1[CH:26]=[CH:25][C:24]([N:27]=[C:28]=[S:29])=[CH:23][CH:22]=1. (2) Given the product [OH:23][C:20]([C:17]1[CH:18]=[CH:19][C:14]([C:13]([NH:12][C:4]2[CH:3]=[C:2]([N:25]3[CH2:30][CH2:29][CH:28]([C:31]([OH:33])=[O:32])[CH2:27][CH2:26]3)[N:7]3[N:8]=[CH:9][CH:10]=[C:6]3[N:5]=2)=[O:24])=[CH:15][CH:16]=1)([CH3:22])[CH3:21], predict the reactants needed to synthesize it. The reactants are: Cl[C:2]1[N:7]2[N:8]=[C:9](C)[CH:10]=[C:6]2[N:5]=[C:4]([NH:12][C:13](=[O:24])[C:14]2[CH:19]=[CH:18][C:17]([C:20]([OH:23])([CH3:22])[CH3:21])=[CH:16][CH:15]=2)[CH:3]=1.[NH:25]1[CH2:30][CH2:29][CH:28]([C:31]([OH:33])=[O:32])[CH2:27][CH2:26]1.